Predict the product of the given reaction. From a dataset of Forward reaction prediction with 1.9M reactions from USPTO patents (1976-2016). (1) Given the reactants [CH2:1]([O:3][C:4](=[O:17])[C@@H:5]([NH2:16])[CH2:6][CH2:7][CH2:8][N:9]([CH2:13][CH2:14][CH3:15])[CH2:10][CH2:11][CH3:12])[CH3:2].[NH:18]1[CH:22]=CN=[C:19]1[CH2:23][N:24]([CH2:32][C:33]1[CH:40]=[CH:39][C:36]([CH:37]=O)=[CH:35][CH:34]=1)[CH2:25][C:26]1[N:27]([CH3:31])[CH:28]=[CH:29][N:30]=1.[C:41]([BH3-])#[N:42].[Na+].[CH2:45]=O, predict the reaction product. The product is: [CH2:1]([O:3][C:4](=[O:17])[C@@H:5]([N:16]([CH2:37][C:36]1[CH:35]=[CH:34][C:33]([CH2:32][N:24]([CH2:23][C:19]2[NH:18][CH:22]=[CH:41][N:42]=2)[CH2:25][C:26]2[N:27]([CH3:31])[CH:28]=[CH:29][N:30]=2)=[CH:40][CH:39]=1)[CH3:45])[CH2:6][CH2:7][CH2:8][N:9]([CH2:13][CH2:14][CH3:15])[CH2:10][CH2:11][CH3:12])[CH3:2]. (2) Given the reactants [F:1][C:2]1[CH:7]=[CH:6][CH:5]=[C:4]([F:8])[C:3]=1[C:9]1[O:10][C:11]([C:17]2[CH:22]=[CH:21][C:20]([OH:23])=[CH:19][CH:18]=2)=[C:12]([C:14]([NH2:16])=[O:15])[N:13]=1.Br[CH2:25][CH:26]1[CH2:31][CH2:30][N:29](C(OCC2C=CC=CC=2)=O)[CH2:28][CH2:27]1, predict the reaction product. The product is: [F:1][C:2]1[CH:7]=[CH:6][CH:5]=[C:4]([F:8])[C:3]=1[C:9]1[O:10][C:11]([C:17]2[CH:18]=[CH:19][C:20]([O:23][CH2:25][CH:26]3[CH2:31][CH2:30][NH:29][CH2:28][CH2:27]3)=[CH:21][CH:22]=2)=[C:12]([C:14]([NH2:16])=[O:15])[N:13]=1. (3) Given the reactants Cl[C:2]1[N:7]=[C:6]2[N:8]([CH2:28][O:29][CH3:30])[C:9]([C:11]3[S:12][C:13]4[C:19]([N:20]5[CH2:25][CH2:24][O:23][CH2:22][CH2:21]5)=[CH:18][CH:17]=[C:16]([O:26][CH3:27])[C:14]=4[N:15]=3)=[N:10][C:5]2=[CH:4][CH:3]=1, predict the reaction product. The product is: [CH3:30][O:29][CH2:28][N:8]1[C:6]2=[N:7][C:2]([N:20]3[CH2:25][CH2:24][O:23][CH2:22][CH2:21]3)=[CH:3][CH:4]=[C:5]2[N:10]=[C:9]1[C:11]1[S:12][C:13]2[C:19]([N:20]3[CH2:25][CH2:24][O:23][CH2:22][CH2:21]3)=[CH:18][CH:17]=[C:16]([O:26][CH3:27])[C:14]=2[N:15]=1.